This data is from Full USPTO retrosynthesis dataset with 1.9M reactions from patents (1976-2016). The task is: Predict the reactants needed to synthesize the given product. (1) Given the product [NH2:1][C:2]1[N:7]=[CH:6][C:5]([C:8]([NH2:35])=[O:10])=[CH:4][C:3]=1[CH2:11][O:12][C@H:13]1[C:17]([F:18])([F:19])[CH2:16][N:15]([C:20](=[O:33])[CH2:21][C:22]2[CH:23]=[CH:24][C:25]([O:28][C:29]([F:31])([F:30])[F:32])=[CH:26][CH:27]=2)[CH2:14]1, predict the reactants needed to synthesize it. The reactants are: [NH2:1][C:2]1[N:7]=[CH:6][C:5]([C:8]([OH:10])=O)=[CH:4][C:3]=1[CH2:11][O:12][CH:13]1[C:17]([F:19])([F:18])[CH2:16][N:15]([C:20](=[O:33])[CH2:21][C:22]2[CH:27]=[CH:26][C:25]([O:28][C:29]([F:32])([F:31])[F:30])=[CH:24][CH:23]=2)[CH2:14]1.[Cl-].[NH4+:35]. (2) Given the product [CH2:44]([O:46][CH2:47][C:48]([O:50][CH2:51][O:26][C:25]1[C:20]([C:19](=[O:29])[NH:18][C@H:12]2[CH2:11][O:10][CH2:9][C@H:8]([O:30][CH2:31][CH2:32][CH3:33])[C@@H:7]([CH2:6][C:5]3[CH:4]=[CH:3][C:2]([F:1])=[CH:35][CH:34]=3)[C@H:15]([CH3:16])[O:14][C:13]2=[O:17])=[N:21][CH:22]=[CH:23][C:24]=1[O:27][CH3:28])=[O:49])[CH3:45], predict the reactants needed to synthesize it. The reactants are: [F:1][C:2]1[CH:35]=[CH:34][C:5]([CH2:6][C@H:7]2[C@H:15]([CH3:16])[O:14][C:13](=[O:17])[C@@H:12]([NH:18][C:19](=[O:29])[C:20]3[C:25]([OH:26])=[C:24]([O:27][CH3:28])[CH:23]=[CH:22][N:21]=3)[CH2:11][O:10][CH2:9][C@@H:8]2[O:30][CH2:31][CH2:32][CH3:33])=[CH:4][CH:3]=1.C([O-])([O-])=O.[Na+].[Na+].[Na+].[I-].[CH2:44]([O:46][CH2:47][C:48]([O:50][CH2:51]Cl)=[O:49])[CH3:45]. (3) Given the product [CH3:11][O:12][C:13]1[C:22]2[C:17](=[C:18]([O:23][CH3:24])[CH:19]=[CH:20][CH:21]=2)[N:16]=[C:15]([C:25]([N:27]2[CH2:32][CH2:31][C:30]3([CH2:41][C:40](=[O:42])[C:39]4[C:34](=[CH:35][CH:36]=[C:37]([C:43](=[NH:6])[NH2:44])[CH:38]=4)[O:33]3)[CH2:29][CH2:28]2)=[O:26])[CH:14]=1, predict the reactants needed to synthesize it. The reactants are: Cl.NO.C([N:6](CC)CC)C.[CH3:11][O:12][C:13]1[C:22]2[C:17](=[C:18]([O:23][CH3:24])[CH:19]=[CH:20][CH:21]=2)[N:16]=[C:15]([C:25]([N:27]2[CH2:32][CH2:31][C:30]3([CH2:41][C:40](=[O:42])[C:39]4[C:34](=[CH:35][CH:36]=[C:37]([C:43]#[N:44])[CH:38]=4)[O:33]3)[CH2:29][CH2:28]2)=[O:26])[CH:14]=1. (4) Given the product [C:19]([C:6]1[C:5](=[O:9])[N:4]([CH3:10])[C:3](=[O:11])[N:2]([CH3:1])[C:7]=1[CH3:8])(=[O:26])[C:20]1[CH:25]=[CH:24][CH:23]=[CH:22][CH:21]=1, predict the reactants needed to synthesize it. The reactants are: [CH3:1][N:2]1[C:7]([CH3:8])=[CH:6][C:5](=[O:9])[N:4]([CH3:10])[C:3]1=[O:11].ClC1C=CC=CC=1.[C:19](Cl)(=[O:26])[C:20]1[CH:25]=[CH:24][CH:23]=[CH:22][CH:21]=1.O. (5) Given the product [C:5]([O:8][CH2:9][CH:10]=[CH2:11])(=[O:7])[CH3:6].[O:25]=[O:3].[CH2:12]=[CH:13][CH3:14], predict the reactants needed to synthesize it. The reactants are: C(O)(=[O:3])C.[C:5]([O:8][CH2:9][CH:10]=[CH2:11])(=[O:7])[CH3:6].[C:12](OCC=C)(=O)[CH:13]=[CH2:14].C(O)(=O)C=C.[OH2:25]. (6) Given the product [CH2:9]([N:11]([C:14]([N:16]=[C:17]=[S:18])=[O:15])[CH2:12][CH3:13])[CH3:10].[CH3:19][O:20][C:21]1[CH:22]=[C:23]2[C:28](=[CH:29][C:30]=1[O:31][CH3:32])[N:27]=[CH:26][CH:25]=[C:24]2[O:33][C:34]1[CH:35]=[CH:36][C:37]([NH:38][C:17]([NH:16][C:14]([N:11]([CH2:12][CH3:13])[CH2:9][CH3:10])=[O:15])=[S:18])=[CH:39][CH:40]=1, predict the reactants needed to synthesize it. The reactants are: C(N(CC)C(Cl)=O)C.[CH2:9]([N:11]([C:14]([N:16]=[C:17]=[S:18])=[O:15])[CH2:12][CH3:13])[CH3:10].[CH3:19][O:20][C:21]1[CH:22]=[C:23]2[C:28](=[CH:29][C:30]=1[O:31][CH3:32])[N:27]=[CH:26][CH:25]=[C:24]2[O:33][C:34]1[CH:40]=[CH:39][C:37]([NH2:38])=[CH:36][CH:35]=1.C1(C)C=CC=CC=1.